From a dataset of Forward reaction prediction with 1.9M reactions from USPTO patents (1976-2016). Predict the product of the given reaction. (1) Given the reactants Cl[C:2]1[C:11]2[C:6](=[CH:7][CH:8]=[CH:9][CH:10]=2)[CH:5]=[C:4]([S:12]([C:15]2[CH:20]=[CH:19][C:18]([F:21])=[CH:17][CH:16]=2)(=[O:14])=[O:13])[N:3]=1.C1(P(C2C=CC=CC=2)C2C3OC4C(=CC=CC=4P(C4C=CC=CC=4)C4C=CC=CC=4)C(C)(C)C=3C=CC=2)C=CC=CC=1.[CH2:64]([N:66]1[CH:70]=[C:69]([NH2:71])[N:68]=[CH:67]1)[CH3:65].C([O-])([O-])=O.[Na+].[Na+], predict the reaction product. The product is: [CH2:64]([N:66]1[CH:70]=[C:69]([NH:71][C:2]2[C:11]3[C:6](=[CH:7][CH:8]=[CH:9][CH:10]=3)[CH:5]=[C:4]([S:12]([C:15]3[CH:20]=[CH:19][C:18]([F:21])=[CH:17][CH:16]=3)(=[O:14])=[O:13])[N:3]=2)[N:68]=[CH:67]1)[CH3:65]. (2) Given the reactants [OH:1][C:2]1[C:3]([O:10][CH3:11])=[C:4]([CH:7]=[CH:8][CH:9]=1)[CH:5]=[O:6].[CH3:12][C:13]1[CH:20]=[CH:19][CH:18]=[C:17]([CH3:21])[C:14]=1[CH2:15]Cl.C([O-])([O-])=O.[K+].[K+], predict the reaction product. The product is: [CH3:12][C:13]1[CH:20]=[CH:19][CH:18]=[C:17]([CH3:21])[C:14]=1[CH2:15][O:1][C:2]1[C:3]([O:10][CH3:11])=[C:4]([CH:7]=[CH:8][CH:9]=1)[CH:5]=[O:6].